Binary Classification. Given a miRNA mature sequence and a target amino acid sequence, predict their likelihood of interaction. From a dataset of Experimentally validated miRNA-target interactions with 360,000+ pairs, plus equal number of negative samples. (1) The miRNA is hsa-miR-6749-5p with sequence UCGGGCCUGGGGUUGGGGGAGC. The protein sequence of the target gene is MMDLELPPPGLQSQQDMDLIDILWRQDIDLGVSREVFDFSQRQKDYELEKQKKLEKERQEQLQKEQEKAFFAQFQLDEETGEFLPIQPAQHIQTDTSGSASYSQVAHIPKQDALYFEDCMQLLAETFPFVDDHESLALDIPSHAESSVFTAPHQAQSLNSSLEAAMTDLSSIEQDMEQVWQELFSIPELQCLNTENKQLADTTAVPSPEATLTEMDSNYHFYSSISSLEKEVGNCGPHFLHGFEDSFSSILSTDDASQLTSLDSNPTLNTDFGDEFYSAFIAEPSDGGSMPSSAAISQSL.... Result: 0 (no interaction). (2) The miRNA is mmu-miR-539-3p with sequence CAUACAAGGAUAAUUUCUUUUU. The protein sequence of the target gene is MAFMFTEHLLFLTLMMCSFSTCEESVSNYSEWAVFTDDIQWLKSQKIQDFKLNRRLHPNLYFDAGDIQTLKQKSRTSHLHIFRAIKSAVTIMLSNPSYYLPPPKHAEFAAKWNEIYGNNLPPLALYCLLCPEDKVAFEFVMEYMDRMVSYKDWLVENAPGDEVPVGHSLTGFATAFDFLYNLLGNQRKQKYLEKIWIVTEEMYEYSKIRSWGKQLLHNHQATNMIALLIGALVTGVDKGSKANIWKQVVVDVMEKTMFLLKHIVDGSLDEGVAYGSYTSKSVTQYVFLAQRHFNINNFDN.... Result: 0 (no interaction). (3) The miRNA is mmu-miR-1900 with sequence GGCCGCCCUCUCUGGUCCUUCA. The protein sequence of the target gene is MAELGKKYCVYCLAEVSPLRFRCTECQDIELCPECFSAGAEIGHHRRYHGYQLVDGGRFTLWGPEAEGGWTSREEQLLLDAIEQFGFGNWEDMAAHVGASRTPQEVMEHYVSMYIHGNLGKACIPDTIPNRVTDHTCPSGGPLSPSLTTPLPPLDISVAEQQQLGYMPLRDDYEIEYDQDAETLISGLSVNYDDDDVEIELKRAHVDMYVRKLKERQRRKNIARDYNLVPAFLGKDKKEKEKALKRKITKEEKELRLKLRPLYQFMSCKEFDDLFENMHKEKMLRAKIRELQRYRRNGIT.... Result: 0 (no interaction). (4) The miRNA is hsa-miR-6515-5p with sequence UUGGAGGGUGUGGAAGACAUC. The protein sequence of the target gene is MAGLGFWGHPAGPLLLLLLLVLPPRALPEGPLVFVALVFRHGDRAPLASYPMDPHKEVASTLWPRGLGQLTTEGVRQQLELGRFLRSRYEAFLSPEYRREEVYIRSTDFDRTLESAQANLAGLFPEAAPGSPEARWRPIPVHTVPVAEDKLLRFPMRSCPRYHELLREATEAAEYQEALEGWTGFLSRLENFTGLSLVGEPLRRAWKVLDTLMCQQAHGLPLPAWASPDVLRTLAQISALDIGAHVGPPRAAEKAQLTGGILLNAILANFSRVQRLGLPLKMVMYSAHDSTLLALQGALG.... Result: 0 (no interaction). (5) The miRNA is hsa-miR-3934-3p with sequence UGCUCAGGUUGCACAGCUGGGA. The protein sequence of the target gene is MSSAPRSPTPRPRRMKKDESFLGKLGGTLARKRRAREVSDLQEEGKNAINSPMSPALVDVHPEDTQLEENEERTMIDPTSKEDPKFKELVKVLLDWINDVLVEERIIVKQLEEDLYDGQVLQKLLEKLAGCKLNVAEVTQSEIGQKQKLQTVLEAVHDLLRPRGWALRWSVDSIHGKNLVAILHLLVSLAMHFRAPIRLPEHVTVQVVVVRKREGLLHSSHISEELTTTTEMMMGRFERDAFDTLFDHAPDKLSVVKKSLITFVNKHLNKLNLEVTELETQFADGVYLVLLMGLLEDYFV.... Result: 1 (interaction). (6) The miRNA is hsa-miR-607 with sequence GUUCAAAUCCAGAUCUAUAAC. The protein sequence of the target gene is MAEAALVITPQIPMVTEEFVKPSQGHVTFEDIAVYFSQEEWGLLDEAQRCLYHDVMLENFSLMASVGCLHGIEAEEAPSEQTLSAQGVSQARTPKLGPSIPNAHSCEMCILVMKDILYLSEHQGTLPWQKPYTSVASGKWFSFGSNLQQHQNQDSGEKHIRKEESSALLLNSCKIPLSDNLFPCKDVEKDFPTILGLLQHQTTHSRQEYAHRSRETFQQRRYKCEQVFNEKVHVTEHQRVHTGEKAYKRREYGKSLNSKYLFVEHQRTHNAEKPYVCNICGKSFLHKQTLVGHQQRIHTR.... Result: 1 (interaction). (7) Result: 1 (interaction). The protein sequence of the target gene is MKNPMLEVVSLLLEKLLLISNFTLFSSGAAGEDKGRNSFYETSSFHRGDVLEVPRTHLTHYGIYLGDNRVAHMMPDILLALTDDMGRTQKVVSNKRLILGVIVKVASIRVDTVEDFAYGANILVNHLDESLQKKALLNEEVARRAEKLLGFTPYSLLWNNCEHFVTYCRYGTPISPQSDKFCETVKIIIRDQRSVLASAVLGLASIVCTGLVSYTTLPAIFIPFFLWMAG. The miRNA is hsa-miR-4534 with sequence GGAUGGAGGAGGGGUCU. (8) The miRNA is hsa-miR-8061 with sequence CUUAGAUUAGAGGAUAUUGUU. The protein sequence of the target gene is MNVDAEASMAVISLLFLAVMYVVHHPLMVSDRMDLDTLARSRQLEKRMSEEMRLLEMEFEERKRAAEQRQKAENFWTGDTSSDQLVLGKKDMGWPFQADGQEGPLGWMLGNLWNTGLFCLFLVFELLRQNMQHEPAFDSSSEEEEEEVRVVPVTSYNWLTDFPSQEALDSFYKHYVQNAIRDLPCTCEFVESFVDDLIEACRVLSRQEAHPQLEDCLGIGAAFEKWGTLHETQKFDILVPIVPPQGTMFVLEMRDPALGRRCGCVLVESECVCKREKLLGDVLCLVHHHRDPSAVLGKCS.... Result: 0 (no interaction).